This data is from Full USPTO retrosynthesis dataset with 1.9M reactions from patents (1976-2016). The task is: Predict the reactants needed to synthesize the given product. The reactants are: Br[C:2]1[CH:3]=[C:4]([NH:14][C:15]([C:17]2[N:18]=[N:19][CH:20]=[CH:21][CH:22]=2)=[O:16])[CH:5]=[N:6][C:7]=1[O:8][CH2:9][C:10]([F:13])([F:12])[F:11].[Cl:23][C:24]1[CH:29]=[CH:28][C:27](B(O)O)=[CH:26][C:25]=1[F:33]. Given the product [Cl:23][C:24]1[CH:29]=[CH:28][C:27]([C:2]2[CH:3]=[C:4]([NH:14][C:15]([C:17]3[N:18]=[N:19][CH:20]=[CH:21][CH:22]=3)=[O:16])[CH:5]=[N:6][C:7]=2[O:8][CH2:9][C:10]([F:13])([F:12])[F:11])=[CH:26][C:25]=1[F:33], predict the reactants needed to synthesize it.